Predict the product of the given reaction. From a dataset of Forward reaction prediction with 1.9M reactions from USPTO patents (1976-2016). (1) Given the reactants [Si:1]([O:8][C@@H:9]1[C@H:13]([CH2:14][O:15][Si:16]([C:19]([CH3:22])([CH3:21])[CH3:20])([CH3:18])[CH3:17])[CH2:12][C@@H:11]([NH2:23])[CH2:10]1)([C:4]([CH3:7])([CH3:6])[CH3:5])([CH3:3])[CH3:2].C(Cl)Cl.C(N(CC)CC)C.Cl[C:35]([O:37][CH2:38][C:39]1[CH:44]=[CH:43][CH:42]=[CH:41][CH:40]=1)=[O:36], predict the reaction product. The product is: [CH2:38]([O:37][C:35](=[O:36])[NH:23][C@@H:11]1[CH2:12][C@@H:13]([CH2:14][O:15][Si:16]([C:19]([CH3:22])([CH3:21])[CH3:20])([CH3:17])[CH3:18])[C@@H:9]([O:8][Si:1]([C:4]([CH3:7])([CH3:6])[CH3:5])([CH3:3])[CH3:2])[CH2:10]1)[C:39]1[CH:44]=[CH:43][CH:42]=[CH:41][CH:40]=1. (2) Given the reactants [N:1]1([C:5]2[CH:10]=[CH:9][N:8]3[CH:11]=[C:12]([C:14]4[CH:19]=[CH:18][C:17]([OH:20])=[CH:16][CH:15]=4)[N:13]=[C:7]3[CH:6]=2)[CH2:4][CH2:3][CH2:2]1.CC1C=CC(S(O[CH2:32][CH2:33][O:34][CH2:35][CH2:36][F:37])(=O)=O)=CC=1, predict the reaction product. The product is: [N:1]1([C:5]2[CH:10]=[CH:9][N:8]3[CH:11]=[C:12]([C:14]4[CH:19]=[CH:18][C:17]([O:20][CH2:32][CH2:33][O:34][CH2:35][CH2:36][F:37])=[CH:16][CH:15]=4)[N:13]=[C:7]3[CH:6]=2)[CH2:2][CH2:3][CH2:4]1. (3) Given the reactants [CH2:1]([O:8][C:9]([N:11]1[CH2:16][CH2:15][CH:14]([OH:17])[CH2:13][CH2:12]1)=[O:10])[C:2]1[CH:7]=[CH:6][CH:5]=[CH:4][CH:3]=1.[H-].[Na+].Cl[CH2:21][C:22]1[CH:27]=[CH:26][N:25]=[C:24]([C:28]2[CH:33]=[C:32]([O:34][CH3:35])[C:31]([O:36][CH3:37])=[C:30]([O:38][CH3:39])[CH:29]=2)[CH:23]=1.[I-].[K+], predict the reaction product. The product is: [CH2:1]([O:8][C:9]([N:11]1[CH2:16][CH2:15][CH:14]([O:17][CH2:21][C:22]2[CH:27]=[CH:26][N:25]=[C:24]([C:28]3[CH:33]=[C:32]([O:34][CH3:35])[C:31]([O:36][CH3:37])=[C:30]([O:38][CH3:39])[CH:29]=3)[CH:23]=2)[CH2:13][CH2:12]1)=[O:10])[C:2]1[CH:7]=[CH:6][CH:5]=[CH:4][CH:3]=1. (4) Given the reactants [CH3:1][NH:2][CH3:3].Cl[C:5]1[C:14]2[C:9](=[C:10]([N+:15]([O-:17])=[O:16])[CH:11]=[CH:12][CH:13]=2)[N:8]=[CH:7][N:6]=1, predict the reaction product. The product is: [N+:15]([C:10]1[CH:11]=[CH:12][CH:13]=[C:14]2[C:9]=1[N:8]=[CH:7][N:6]=[C:5]2[N:2]([CH3:3])[CH3:1])([O-:17])=[O:16].